This data is from Full USPTO retrosynthesis dataset with 1.9M reactions from patents (1976-2016). The task is: Predict the reactants needed to synthesize the given product. (1) Given the product [NH:23]1[C:24]2[CH:30]=[CH:29][CH:28]=[CH:27][C:25]=2[N:26]=[C:22]1[C@@H:18]1[CH2:19][CH2:20][CH2:21][N:17]1[C:9]([C@H:8]([CH2:12][CH2:13][CH2:14][CH3:15])[CH2:7][C:6]([OH:5])=[O:16])=[O:11], predict the reactants needed to synthesize it. The reactants are: C([O:5][C:6](=[O:16])[CH2:7][C@@H:8]([CH2:12][CH2:13][CH2:14][CH3:15])[C:9]([OH:11])=O)(C)(C)C.[NH:17]1[CH2:21][CH2:20][CH2:19][C@H:18]1[C:22]1[NH:26][C:25]2[CH:27]=[CH:28][CH:29]=[CH:30][C:24]=2[N:23]=1. (2) Given the product [Cl:7][C:8]1[CH:13]=[CH:12][C:11]([N:14]2[C:19](=[O:20])[CH:18]=[C:17]([C:21]([F:24])([F:23])[F:22])[N:16]([CH3:25])[C:15]2=[O:26])=[CH:10][C:9]=1[CH:27]=[C:28]([Cl:34])[C:29]([O:31][CH2:32][CH2:33][CH2:1][CH3:2])=[O:30], predict the reactants needed to synthesize it. The reactants are: [CH3:1][CH2:2]CC[O-].[Na+].[Cl:7][C:8]1[CH:13]=[CH:12][C:11]([N:14]2[C:19](=[O:20])[CH:18]=[C:17]([C:21]([F:24])([F:23])[F:22])[N:16]([CH3:25])[C:15]2=[O:26])=[CH:10][C:9]=1[CH:27]=[C:28]([Cl:34])[C:29]([O:31][CH2:32][CH3:33])=[O:30].Cl.O. (3) Given the product [CH3:1][O:2][C:3](=[O:25])[C:4]1[CH:5]=[CH:6][C:7]([CH2:10][C:11]([F:13])([F:12])[F:14])=[CH:8][CH:9]=1, predict the reactants needed to synthesize it. The reactants are: [CH3:1][O:2][C:3](=[O:25])[C:4]1[CH:9]=[CH:8][C:7]([CH:10](OC(OC2C=CC=CC=2)=S)[C:11]([F:14])([F:13])[F:12])=[CH:6][CH:5]=1.CC(N=NC(C#N)(C)C)(C#N)C.C([SnH](CCCC)CCCC)CCC.